Dataset: NCI-60 drug combinations with 297,098 pairs across 59 cell lines. Task: Regression. Given two drug SMILES strings and cell line genomic features, predict the synergy score measuring deviation from expected non-interaction effect. (1) Drug 1: C1=CC(=CC=C1CCC2=CNC3=C2C(=O)NC(=N3)N)C(=O)NC(CCC(=O)O)C(=O)O. Drug 2: CC(C)(C#N)C1=CC(=CC(=C1)CN2C=NC=N2)C(C)(C)C#N. Cell line: MDA-MB-231. Synergy scores: CSS=7.01, Synergy_ZIP=-7.11, Synergy_Bliss=-10.3, Synergy_Loewe=-16.6, Synergy_HSA=-9.26. (2) Drug 1: CC1=C2C(C(=O)C3(C(CC4C(C3C(C(C2(C)C)(CC1OC(=O)C(C(C5=CC=CC=C5)NC(=O)OC(C)(C)C)O)O)OC(=O)C6=CC=CC=C6)(CO4)OC(=O)C)O)C)O. Drug 2: CC1=C(C(=CC=C1)Cl)NC(=O)C2=CN=C(S2)NC3=CC(=NC(=N3)C)N4CCN(CC4)CCO. Cell line: OVCAR-8. Synergy scores: CSS=-2.16, Synergy_ZIP=2.32, Synergy_Bliss=2.46, Synergy_Loewe=-3.81, Synergy_HSA=-1.57. (3) Drug 1: CC1=C(C=C(C=C1)NC2=NC=CC(=N2)N(C)C3=CC4=NN(C(=C4C=C3)C)C)S(=O)(=O)N.Cl. Synergy scores: CSS=28.2, Synergy_ZIP=0.290, Synergy_Bliss=4.91, Synergy_Loewe=8.00, Synergy_HSA=7.82. Drug 2: C1=NNC2=C1C(=O)NC=N2. Cell line: LOX IMVI. (4) Drug 1: C1C(C(OC1N2C=NC3=C(N=C(N=C32)Cl)N)CO)O. Drug 2: CC1=C2C(C(=O)C3(C(CC4C(C3C(C(C2(C)C)(CC1OC(=O)C(C(C5=CC=CC=C5)NC(=O)C6=CC=CC=C6)O)O)OC(=O)C7=CC=CC=C7)(CO4)OC(=O)C)O)C)OC(=O)C. Cell line: MCF7. Synergy scores: CSS=19.6, Synergy_ZIP=-4.43, Synergy_Bliss=-1.49, Synergy_Loewe=-17.9, Synergy_HSA=-2.37. (5) Drug 1: CC1=CC2C(CCC3(C2CCC3(C(=O)C)OC(=O)C)C)C4(C1=CC(=O)CC4)C. Drug 2: CCCCCOC(=O)NC1=NC(=O)N(C=C1F)C2C(C(C(O2)C)O)O. Cell line: OVCAR-8. Synergy scores: CSS=-1.93, Synergy_ZIP=0.425, Synergy_Bliss=-0.888, Synergy_Loewe=-2.31, Synergy_HSA=-2.19. (6) Drug 1: C1=CC(=CC=C1CCC2=CNC3=C2C(=O)NC(=N3)N)C(=O)NC(CCC(=O)O)C(=O)O. Drug 2: CC1=C(N=C(N=C1N)C(CC(=O)N)NCC(C(=O)N)N)C(=O)NC(C(C2=CN=CN2)OC3C(C(C(C(O3)CO)O)O)OC4C(C(C(C(O4)CO)O)OC(=O)N)O)C(=O)NC(C)C(C(C)C(=O)NC(C(C)O)C(=O)NCCC5=NC(=CS5)C6=NC(=CS6)C(=O)NCCC[S+](C)C)O. Cell line: NCI-H226. Synergy scores: CSS=31.3, Synergy_ZIP=-4.57, Synergy_Bliss=-0.725, Synergy_Loewe=-5.83, Synergy_HSA=4.96.